Dataset: Reaction yield outcomes from USPTO patents with 853,638 reactions. Task: Predict the reaction yield, written as a fraction of the theoretical maximum amount of product (1.0 means a 100% yield; for example, 0.34 means a 34% yield). (1) The reactants are Br[C:2]1[CH:8]=[CH:7][C:5]([NH2:6])=[CH:4][C:3]=1[O:9][CH3:10].[CH:11]1(B(O)O)[CH2:13][CH2:12]1.C1(P(C2CCCCC2)C2CCCCC2)CCCCC1.[O-]P([O-])([O-])=O.[K+].[K+].[K+]. The catalyst is CC([O-])=O.CC([O-])=O.[Pd+2].C1(C)C=CC=CC=1.O. The product is [CH:11]1([C:2]2[CH:8]=[CH:7][C:5]([NH2:6])=[CH:4][C:3]=2[O:9][CH3:10])[CH2:13][CH2:12]1. The yield is 0.250. (2) The reactants are [CH3:1][O:2][C:3]([C@@H:5]1[CH2:10][CH2:9][C@H:8](Br)[C@H:7]([OH:12])[CH2:6]1)=[O:4].[N-:13]=[N+:14]=[N-:15].[Na+]. The catalyst is CN(C=O)C. The product is [CH3:1][O:2][C:3]([C@@H:5]1[CH2:10][CH2:9][C@@H:8]([N:13]=[N+:14]=[N-:15])[C@H:7]([OH:12])[CH2:6]1)=[O:4]. The yield is 0.420. (3) The reactants are [F:1][C:2]1[CH:8]=[CH:7][C:6]([N+:9]([O-:11])=[O:10])=[CH:5][C:3]=1[NH2:4].[CH:12]([NH:14][NH:15][CH:16]=O)=O.[Si](Cl)(C)(C)C.CCN(CC)CC. The catalyst is N1C=CC=CC=1. The product is [F:1][C:2]1[CH:8]=[CH:7][C:6]([N+:9]([O-:11])=[O:10])=[CH:5][C:3]=1[N:4]1[CH:16]=[N:15][N:14]=[CH:12]1. The yield is 0.379. (4) The reactants are Br[C:2]1[CH:3]=[C:4]([CH2:8][NH:9][C:10]([C:12]2[CH:17]=[C:16]([CH3:18])[CH:15]=[C:14]([C:19]([NH:21][CH2:22][C:23]3[C:24]([NH:36][CH:37]4[CH2:42][CH2:41][O:40][CH2:39][CH2:38]4)=[C:25]4[CH:33]=[N:32][N:31]([CH2:34][CH3:35])[C:26]4=[N:27][C:28]=3[CH2:29][CH3:30])=[O:20])[CH:13]=2)=[O:11])[CH:5]=[CH:6][CH:7]=1.[CH:43]([C:45]1[CH:46]=[C:47](B(O)O)[CH:48]=[CH:49][CH:50]=1)=[O:44].C(=O)([O-])[O-].[K+].[K+]. The catalyst is O1CCOCC1.O.C(Cl)Cl.C1C=CC([P]([Pd]([P](C2C=CC=CC=2)(C2C=CC=CC=2)C2C=CC=CC=2)([P](C2C=CC=CC=2)(C2C=CC=CC=2)C2C=CC=CC=2)[P](C2C=CC=CC=2)(C2C=CC=CC=2)C2C=CC=CC=2)(C2C=CC=CC=2)C2C=CC=CC=2)=CC=1. The product is [CH2:34]([N:31]1[C:26]2=[N:27][C:28]([CH2:29][CH3:30])=[C:23]([CH2:22][NH:21][C:19]([C:14]3[CH:15]=[C:16]([CH3:18])[CH:17]=[C:12]([C:10]([NH:9][CH2:8][C:4]4[CH:3]=[C:2]([C:49]5[CH:48]=[CH:47][CH:46]=[C:45]([CH:43]=[O:44])[CH:50]=5)[CH:7]=[CH:6][CH:5]=4)=[O:11])[CH:13]=3)=[O:20])[C:24]([NH:36][CH:37]3[CH2:42][CH2:41][O:40][CH2:39][CH2:38]3)=[C:25]2[CH:33]=[N:32]1)[CH3:35]. The yield is 0.672. (5) The reactants are [F:1][C:2]([F:14])([F:13])[C:3]1[CH:12]=[CH:11][C:6]2[N:7]=[C:8]([NH2:10])[S:9][C:5]=2[CH:4]=1.[F:15][C:16]([F:27])([F:26])[C:17]1[CH:18]=[C:19]([CH:23]=[CH:24][CH:25]=1)[C:20](Cl)=[O:21].Br[CH:29]([CH3:35])[C:30]([O:32]CC)=[O:31].COC1C=CC2N=C(N)SC=2C=1.ClC1C=C(C=CC=1)C(Cl)=O.BrCC(OCC)=O. No catalyst specified. The product is [F:14][C:2]([F:1])([F:13])[C:3]1[CH:12]=[CH:11][C:6]2[N:7]([CH:29]([CH3:35])[C:30]([OH:32])=[O:31])[C:8](=[N:10][C:20](=[O:21])[C:19]3[CH:23]=[CH:24][CH:25]=[C:17]([C:16]([F:27])([F:26])[F:15])[CH:18]=3)[S:9][C:5]=2[CH:4]=1. The yield is 0.150. (6) The reactants are CCN(C(C)C)C(C)C.[Cl:10][C:11]1[CH:19]=[CH:18][C:17]([C:20]([F:23])([F:22])[F:21])=[CH:16][C:12]=1[C:13]([OH:15])=O.C1C=CC2N(O)N=NC=2C=1.CCN=C=NCCCN(C)C.Cl.[O:46]=[C:47]([N:64]1[CH2:69][CH2:68][NH:67][CH2:66][CH2:65]1)[CH2:48][NH:49][C:50]([C:52]1[CH:57]=[CH:56][C:55]([C:58]2[CH:63]=[CH:62][CH:61]=[CH:60][CH:59]=2)=[CH:54][CH:53]=1)=[O:51]. The catalyst is CN(C=O)C.O. The product is [Cl:10][C:11]1[CH:19]=[CH:18][C:17]([C:20]([F:23])([F:22])[F:21])=[CH:16][C:12]=1[C:13]([N:67]1[CH2:66][CH2:65][N:64]([C:47](=[O:46])[CH2:48][NH:49][C:50]([C:52]2[CH:57]=[CH:56][C:55]([C:58]3[CH:63]=[CH:62][CH:61]=[CH:60][CH:59]=3)=[CH:54][CH:53]=2)=[O:51])[CH2:69][CH2:68]1)=[O:15]. The yield is 0.421.